Dataset: Full USPTO retrosynthesis dataset with 1.9M reactions from patents (1976-2016). Task: Predict the reactants needed to synthesize the given product. (1) Given the product [CH2:1]([O:3][CH:4]([CH2:8][C:9]1[C:17]2[CH:16]=[CH:15][S:14][C:13]=2[C:12]([O:18][CH2:19][CH2:20][C:21]2[N:22]=[C:23]([C:27]3[CH:28]=[CH:29][CH:30]=[CH:31][CH:32]=3)[O:24][C:25]=2[CH3:26])=[CH:11][CH:10]=1)[C:5]([OH:7])=[O:6])[CH3:2], predict the reactants needed to synthesize it. The reactants are: [CH2:1]([O:3]/[C:4](=[CH:8]\[C:9]1[C:17]2[CH:16]=[CH:15][S:14][C:13]=2[C:12]([O:18][CH2:19][CH2:20][C:21]2[N:22]=[C:23]([C:27]3[CH:32]=[CH:31][CH:30]=[CH:29][CH:28]=3)[O:24][C:25]=2[CH3:26])=[CH:11][CH:10]=1)/[C:5]([OH:7])=[O:6])[CH3:2]. (2) The reactants are: [CH3:1][O:2][C:3]1[N:8]=[C:7]2[C:9]3([CH2:29][O:30][C:6]2=[CH:5][CH:4]=1)[C:17]1[C:12](=[CH:13][CH:14]=[CH:15][CH:16]=1)[N:11]([CH2:18][C:19]1[O:20][C:21]([C:24]([F:27])([F:26])[F:25])=[CH:22][CH:23]=1)[C:10]3=[O:28].ClC1C=C(C=CC=1)C(OO)=[O:36]. Given the product [CH3:1][O:2][C:3]1[N+:8]([O-:36])=[C:7]2[C:9]3([CH2:29][O:30][C:6]2=[CH:5][CH:4]=1)[C:17]1[C:12](=[CH:13][CH:14]=[CH:15][CH:16]=1)[N:11]([CH2:18][C:19]1[O:20][C:21]([C:24]([F:27])([F:26])[F:25])=[CH:22][CH:23]=1)[C:10]3=[O:28], predict the reactants needed to synthesize it. (3) The reactants are: FC(F)(F)C(O)(C)C(O)=O.[CH2:11]([NH:18][CH:19]([CH3:28])[C:20]1[CH:25]=[CH:24][C:23]([Cl:26])=[CH:22][C:21]=1[Cl:27])[C:12]1[CH:17]=[CH:16][CH:15]=[CH:14][CH:13]=1. Given the product [CH2:11]([NH:18][C@H:19]([CH3:28])[C:20]1[CH:25]=[CH:24][C:23]([Cl:26])=[CH:22][C:21]=1[Cl:27])[C:12]1[CH:13]=[CH:14][CH:15]=[CH:16][CH:17]=1, predict the reactants needed to synthesize it. (4) Given the product [F:2][C:3]1[C:8]([F:9])=[CH:7][C:6]([I:10])=[CH:5][C:4]=1[C:11]([C:12](=[CH:22][O:21][CH2:19][CH3:20])[C:13]([O:15][CH2:16][CH3:17])=[O:14])=[O:18], predict the reactants needed to synthesize it. The reactants are: O.[F:2][C:3]1[C:8]([F:9])=[CH:7][C:6]([I:10])=[CH:5][C:4]=1[C:11](=[O:18])[CH2:12][C:13]([O:15][CH2:16][CH3:17])=[O:14].[CH2:19]([O:21][CH:22](OCC)OCC)[CH3:20].C(OC(=O)C)(=O)C.